Task: Predict which catalyst facilitates the given reaction.. Dataset: Catalyst prediction with 721,799 reactions and 888 catalyst types from USPTO (1) Reactant: [Br:1][C:2]1[CH:3]=[C:4]2[C:9](=[CH:10][C:11]=1[Cl:12])[N:8]=[C:7]([CH3:13])[N:6]=[C:5]2Cl.[N:15]1([C:25]([O:27][C:28]([CH3:31])([CH3:30])[CH3:29])=[O:26])[CH2:20][CH2:19][NH:18][CH2:17][CH:16]1[C:21]([O:23][CH3:24])=[O:22].CCN(C(C)C)C(C)C. Product: [Br:1][C:2]1[CH:3]=[C:4]2[C:9](=[CH:10][C:11]=1[Cl:12])[N:8]=[C:7]([CH3:13])[N:6]=[C:5]2[N:18]1[CH2:19][CH2:20][N:15]([C:25]([O:27][C:28]([CH3:29])([CH3:30])[CH3:31])=[O:26])[CH:16]([C:21]([O:23][CH3:24])=[O:22])[CH2:17]1. The catalyst class is: 12. (2) The catalyst class is: 11. Product: [Cl:10][C:11]1[CH:27]=[CH:26][C:14]2[CH2:15][CH2:16][N:17]([C:20](=[O:25])[C:21]([F:22])([F:24])[F:23])[CH2:18][CH2:19][C:13]=2[C:12]=1[NH:1][CH2:2][C:3]1[CH:8]=[CH:7][C:6]([F:9])=[CH:5][N:4]=1. Reactant: [NH2:1][CH2:2][C:3]1[CH:8]=[CH:7][C:6]([F:9])=[CH:5][N:4]=1.[Cl:10][C:11]1[CH:27]=[CH:26][C:14]2[CH2:15][CH2:16][N:17]([C:20](=[O:25])[C:21]([F:24])([F:23])[F:22])[CH2:18][CH2:19][C:13]=2[C:12]=1OS(C(F)(F)F)(=O)=O. (3) The catalyst class is: 8. Reactant: [C:1]([C:3]1[CH:8]=[CH:7][C:6]([C:9]2[N:14]=[C:13]([CH:15]=O)[CH:12]=[CH:11][CH:10]=2)=[CH:5][CH:4]=1)#[N:2].[NH2:17][C:18]1[CH:19]=[C:20]([CH:23]=[CH:24][C:25]=1[NH2:26])[C:21]#[N:22].C1(=O)C=CC(=O)C=C1. Product: [C:21]([C:20]1[CH:23]=[CH:24][C:25]2[N:26]=[C:15]([C:13]3[CH:12]=[CH:11][CH:10]=[C:9]([C:6]4[CH:7]=[CH:8][C:3]([C:1]#[N:2])=[CH:4][CH:5]=4)[N:14]=3)[NH:17][C:18]=2[CH:19]=1)#[N:22]. (4) Reactant: [CH3:1][O:2][C:3]1[CH:8]=[C:7](F)[C:6]([CH3:10])=[CH:5][C:4]=1[N+:11]([O-:13])=[O:12].C([O-])([O-])=O.[K+].[K+].FC(F)(F)C(O)=O.FC(F)(F)C(O)=O.[NH:34]1[CH2:39][CH2:38][CH:37]([N:40]2[CH2:45][CH2:44][N:43]([C:46]([O:48][CH2:49][C:50]3[CH:55]=[CH:54][CH:53]=[CH:52][CH:51]=3)=[O:47])[CH2:42][CH2:41]2)[CH2:36][CH2:35]1.O. Product: [CH3:10][C:6]1[CH:5]=[C:4]([N+:11]([O-:13])=[O:12])[C:3]([O:2][CH3:1])=[CH:8][C:7]=1[N:34]1[CH2:39][CH2:38][CH:37]([N:40]2[CH2:41][CH2:42][N:43]([C:46]([O:48][CH2:49][C:50]3[CH:55]=[CH:54][CH:53]=[CH:52][CH:51]=3)=[O:47])[CH2:44][CH2:45]2)[CH2:36][CH2:35]1. The catalyst class is: 16. (5) Reactant: [CH2:1]([O:8][C:9]1[CH:15]=[C:14]([N+:16]([O-:18])=[O:17])[C:12]([NH2:13])=[C:11]([CH3:19])[CH:10]=1)[C:2]1[CH:7]=[CH:6][CH:5]=[CH:4][CH:3]=1.CCN(C(C)C)C(C)C.[O:29]1[CH2:34][CH2:33][CH:32]([C:35](Cl)=[O:36])[CH2:31][CH2:30]1. Product: [CH2:1]([O:8][C:9]1[CH:15]=[C:14]([N+:16]([O-:18])=[O:17])[C:12]([NH:13][C:35]([CH:32]2[CH2:33][CH2:34][O:29][CH2:30][CH2:31]2)=[O:36])=[C:11]([CH3:19])[CH:10]=1)[C:2]1[CH:3]=[CH:4][CH:5]=[CH:6][CH:7]=1. The catalyst class is: 2. (6) Reactant: [F:1][C:2]1[CH:3]=[CH:4][C:5]2[N:9]=[C:8]([CH3:10])[N:7]([C:11]3[N:16]=[C:15]([NH:17][C:18]4[CH:23]=[CH:22][C:21]([C:24]([F:27])([F:26])[F:25])=[CH:20][CH:19]=4)[N:14]=[C:13]([NH:28][P:29](=[O:34])([O:32]C)[O:30]C)[CH:12]=3)[C:6]=2[CH:35]=1.C[Si](Br)(C)C. Product: [F:1][C:2]1[CH:3]=[CH:4][C:5]2[N:9]=[C:8]([CH3:10])[N:7]([C:11]3[N:16]=[C:15]([NH:17][C:18]4[CH:23]=[CH:22][C:21]([C:24]([F:26])([F:25])[F:27])=[CH:20][CH:19]=4)[N:14]=[C:13]([NH:28][P:29](=[O:30])([OH:32])[OH:34])[CH:12]=3)[C:6]=2[CH:35]=1. The catalyst class is: 10. (7) Reactant: [OH:1][C:2]1[CH:3]=[C:4]([CH:36]=[CH:37][CH:38]=1)[C:5]([NH:7][CH2:8][C:9]([N:11]1[CH2:16][CH2:15][N:14]([C:17]2[CH:22]=[CH:21][C:20]([NH:23][C:24]([C:26]3[CH:35]=[CH:34][C:33]4[C:28](=[CH:29][CH:30]=[CH:31][CH:32]=4)[CH:27]=3)=[O:25])=[CH:19][CH:18]=2)[CH2:13][CH2:12]1)=[O:10])=[O:6].C(=O)([O-])[O-].[K+].[K+].[S:45]([O:55][CH2:56][CH2:57]OS(C1C=CC(C)=CC=1)(=O)=O)([C:48]1[CH:54]=[CH:53][C:51]([CH3:52])=[CH:50][CH:49]=1)(=[O:47])=[O:46]. Product: [CH:27]1[C:28]2[C:33](=[CH:32][CH:31]=[CH:30][CH:29]=2)[CH:34]=[CH:35][C:26]=1[C:24]([NH:23][C:20]1[CH:21]=[CH:22][C:17]([N:14]2[CH2:15][CH2:16][N:11]([C:9](=[O:10])[CH2:8][NH:7][C:5]([C:4]3[CH:3]=[C:2]([CH:38]=[CH:37][CH:36]=3)[O:1][CH2:57][CH2:56][O:55][S:45]([C:48]3[CH:54]=[CH:53][C:51]([CH3:52])=[CH:50][CH:49]=3)(=[O:47])=[O:46])=[O:6])[CH2:12][CH2:13]2)=[CH:18][CH:19]=1)=[O:25]. The catalyst class is: 3. (8) Reactant: F[C:2]1[CH:3]=[C:4]([CH:8]=[CH:9][N:10]=1)[C:5]([OH:7])=[O:6].[CH3:11][S:12][C:13]1[CH:19]=[CH:18][C:16]([NH2:17])=[CH:15][CH:14]=1.[H-].[Na+].C(O)(=O)C. The catalyst class is: 9. Product: [CH3:11][S:12][C:13]1[CH:19]=[CH:18][C:16]([NH:17][C:2]2[CH:3]=[C:4]([CH:8]=[CH:9][N:10]=2)[C:5]([OH:7])=[O:6])=[CH:15][CH:14]=1. (9) Reactant: [C:1]1([NH:7][C:8]2[CH:13]=[CH:12][CH:11]=[CH:10][CH:9]=2)[CH:6]=[CH:5][CH:4]=[CH:3][CH:2]=1.N1C=CC=CC=1.[Br:20][CH2:21][C:22](Br)=[O:23]. Product: [Br:20][CH2:21][C:22]([N:7]([C:1]1[CH:2]=[CH:3][CH:4]=[CH:5][CH:6]=1)[C:8]1[CH:9]=[CH:10][CH:11]=[CH:12][CH:13]=1)=[O:23]. The catalyst class is: 26. (10) Reactant: [Li+].[OH-].[CH3:3][O:4][C:5]([CH:7]1[CH2:11][CH:10]([OH:12])[CH:9]=[C:8]1[C:13]([O:15]C)=[O:14])=[O:6].C1(C)C=CC=CC=1.CO. Product: [CH3:3][O:4][C:5]([C:7]1[CH:8]([C:13]([OH:15])=[O:14])[CH2:9][CH:10]([OH:12])[CH:11]=1)=[O:6]. The catalyst class is: 38.